Task: Predict which catalyst facilitates the given reaction.. Dataset: Catalyst prediction with 721,799 reactions and 888 catalyst types from USPTO The catalyst class is: 5. Product: [CH2:18]([NH:25][N:26]=[C:7]([C:1]1[CH:6]=[CH:5][CH:4]=[CH:3][CH:2]=1)[C:9]1[O:10][C:11]([C:14]([O:16][CH3:17])=[O:15])=[CH:12][CH:13]=1)[C:19]1[CH:24]=[CH:23][CH:22]=[CH:21][CH:20]=1. Reactant: [C:1]1([C:7]([C:9]2[O:10][C:11]([C:14]([O:16][CH3:17])=[O:15])=[CH:12][CH:13]=2)=O)[CH:6]=[CH:5][CH:4]=[CH:3][CH:2]=1.[CH2:18]([NH:25][NH2:26])[C:19]1[CH:24]=[CH:23][CH:22]=[CH:21][CH:20]=1.C(O)(=O)C.